The task is: Predict the product of the given reaction.. This data is from Forward reaction prediction with 1.9M reactions from USPTO patents (1976-2016). (1) Given the reactants [OH:1][C:2]1[C:7]([CH3:8])=[CH:6][NH:5][C:4](=[O:9])[CH:3]=1.CS(O[CH:15]1[CH2:20][CH2:19][N:18]([C:21]([O:23][CH2:24][C:25]2[CH:30]=[CH:29][CH:28]=[CH:27][CH:26]=2)=[O:22])[CH2:17][CH2:16]1)(=O)=O.C(=O)([O-])[O-].[K+].[K+].O, predict the reaction product. The product is: [CH3:8][C:7]1[C:2]([O:1][CH:15]2[CH2:20][CH2:19][N:18]([C:21]([O:23][CH2:24][C:25]3[CH:26]=[CH:27][CH:28]=[CH:29][CH:30]=3)=[O:22])[CH2:17][CH2:16]2)=[CH:3][C:4](=[O:9])[NH:5][CH:6]=1. (2) Given the reactants [CH2:1]([O:8][C:9]1[CH:18]=[CH:17][CH:16]=[CH:15][C:10]=1[C:11]([O:13]C)=[O:12])[C:2]1[CH:7]=[CH:6][CH:5]=[CH:4][CH:3]=1.[OH-].[Na+].Cl, predict the reaction product. The product is: [CH2:1]([O:8][C:9]1[CH:18]=[CH:17][CH:16]=[CH:15][C:10]=1[C:11]([OH:13])=[O:12])[C:2]1[CH:3]=[CH:4][CH:5]=[CH:6][CH:7]=1. (3) Given the reactants [Cl:1][C:2]1[CH:7]=[C:6]([Cl:8])[CH:5]=[CH:4][C:3]=1[C:9]1[CH:14]=[CH:13][C:12]([OH:15])=[C:11]([CH:16]=[O:17])[CH:10]=1.N1C=CC=CC=1.[S:24](O[S:24]([C:27]([F:30])([F:29])[F:28])(=[O:26])=[O:25])([C:27]([F:30])([F:29])[F:28])(=[O:26])=[O:25], predict the reaction product. The product is: [Cl:1][C:2]1[CH:7]=[C:6]([Cl:8])[CH:5]=[CH:4][C:3]=1[C:9]1[CH:14]=[CH:13][C:12]([O:15][S:24]([C:27]([F:30])([F:29])[F:28])(=[O:26])=[O:25])=[C:11]([CH:16]=[O:17])[CH:10]=1. (4) Given the reactants C([O:4][C:5]1[C:6]([C:17]([CH3:20])([CH3:19])[CH3:18])=[CH:7][C:8]2[O:12][C:11]([CH3:14])([CH3:13])[CH2:10][C:9]=2[C:15]=1[CH3:16])(=O)C.[H-].[Al+3].[Li+].[H-].[H-].[H-], predict the reaction product. The product is: [C:17]([C:6]1[C:5]([OH:4])=[C:15]([CH3:16])[C:9]2[CH2:10][C:11]([CH3:13])([CH3:14])[O:12][C:8]=2[CH:7]=1)([CH3:20])([CH3:18])[CH3:19]. (5) Given the reactants [Br:1][CH:2]1[C:7]2([C:10]3[CH:15]=[CH:14][C:13]([Cl:16])=[CH:12][CH:11]=3)[CH2:8][CH2:9][C:4]([CH:17]=[CH:18][O:19][CH3:20])([CH2:5][O:6]2)[CH2:3]1.[Cr](Cl)([O-])(=O)=[O:22].[NH+]1C=CC=CC=1, predict the reaction product. The product is: [CH3:20][O:19][C:18](=[O:22])[CH2:17][C:4]12[CH2:9][CH2:8][C:7]([C:10]3[CH:15]=[CH:14][C:13]([Cl:16])=[CH:12][CH:11]=3)([CH:2]([Br:1])[CH2:3]1)[O:6][CH2:5]2. (6) Given the reactants CO.O.[CH3:4][C:5]1[N:9]([S:10]([C:13]2[CH:18]=[CH:17][C:16]([S:19]([CH3:22])(=[O:21])=[O:20])=[CH:15][CH:14]=2)(=[O:12])=[O:11])[C:8]2[S:23][CH:24]=[CH:25][C:7]=2[C:6]=1[CH2:26][C:27]([O:29]C)=[O:28].[OH-].[K+], predict the reaction product. The product is: [CH3:4][C:5]1[N:9]([S:10]([C:13]2[CH:18]=[CH:17][C:16]([S:19]([CH3:22])(=[O:21])=[O:20])=[CH:15][CH:14]=2)(=[O:11])=[O:12])[C:8]2[S:23][CH:24]=[CH:25][C:7]=2[C:6]=1[CH2:26][C:27]([OH:29])=[O:28]. (7) Given the reactants [Cl:1][C:2]1[CH:7]=[C:6]([Cl:8])[CH:5]=[CH:4][C:3]=1[C:9](=[O:17])[CH2:10][N:11]1[CH2:16][CH2:15][O:14][CH2:13][CH2:12]1, predict the reaction product. The product is: [Cl:1][C:2]1[CH:7]=[C:6]([Cl:8])[CH:5]=[CH:4][C:3]=1[C:9](=[O:17])/[C:10](/[N:11]1[CH2:12][CH2:13][O:14][CH2:15][CH2:16]1)=[CH:10]\[N:11]([CH3:16])[CH3:12].